From a dataset of Peptide-MHC class I binding affinity with 185,985 pairs from IEDB/IMGT. Regression. Given a peptide amino acid sequence and an MHC pseudo amino acid sequence, predict their binding affinity value. This is MHC class I binding data. (1) The binding affinity (normalized) is 0.241. The MHC is HLA-A02:03 with pseudo-sequence HLA-A02:03. The peptide sequence is LLDCIMFQS. (2) The peptide sequence is STRHPSKLR. The MHC is HLA-A03:01 with pseudo-sequence HLA-A03:01. The binding affinity (normalized) is 0.437.